From a dataset of Reaction yield outcomes from USPTO patents with 853,638 reactions. Predict the reaction yield, written as a fraction of the theoretical maximum amount of product (1.0 means a 100% yield; for example, 0.34 means a 34% yield). (1) The reactants are Cl[CH2:2][CH2:3][CH2:4][Si:5]([CH2:14][C:15](=[CH2:17])[CH3:16])([CH2:10][C:11](=[CH2:13])[CH3:12])[CH2:6][C:7](=[CH2:9])[CH3:8].[N-:18]=[N+:19]=[N-:20].[Na+]. The catalyst is CN(C)C=O. The product is [N:18]([CH2:2][CH2:3][CH2:4][Si:5]([CH2:14][C:15](=[CH2:17])[CH3:16])([CH2:10][C:11](=[CH2:13])[CH3:12])[CH2:6][C:7](=[CH2:9])[CH3:8])=[N+:19]=[N-:20]. The yield is 0.820. (2) The reactants are [Cl:1][C:2]1[CH:7]=[CH:6][C:5]([OH:8])=[C:4]([C:9]([F:12])([F:11])[F:10])[CH:3]=1.[OH-:13].[Na+].Cl. The catalyst is C(Cl)(Cl)Cl.CC(C)=O. The product is [Cl:1][C:2]1[CH:7]=[CH:6][C:5]([O:8][C:4]([CH3:9])([CH3:3])[C:5]([OH:8])=[O:13])=[C:4]([C:9]([F:10])([F:11])[F:12])[CH:3]=1. The yield is 0.370.